Dataset: Full USPTO retrosynthesis dataset with 1.9M reactions from patents (1976-2016). Task: Predict the reactants needed to synthesize the given product. (1) The reactants are: Cl[C:2]1[N:7]=[CH:6][N:5]=[C:4]([NH:8][C:9]2[CH:14]=[CH:13][C:12]([CH:15]3[CH2:20][CH2:19][N:18]([CH:21]4[CH2:24][O:23][CH2:22]4)[CH2:17][CH2:16]3)=[CH:11][CH:10]=2)[N:3]=1.[F:25][C@H:26]1[C@@H:31]([O:32][C:33]2[CH:40]=[CH:39][C:38](B3OC(C)(C)C(C)(C)O3)=[CH:37][C:34]=2[C:35]#[N:36])[CH2:30][CH2:29][N:28]([C:50](=[O:54])[C@@H:51]([OH:53])[CH3:52])[CH2:27]1.C(COC)OC.C(=O)([O-])[O-].[Na+].[Na+]. Given the product [F:25][C@H:26]1[C@@H:31]([O:32][C:33]2[CH:40]=[CH:39][C:38]([C:2]3[N:3]=[C:4]([NH:8][C:9]4[CH:14]=[CH:13][C:12]([CH:15]5[CH2:20][CH2:19][N:18]([CH:21]6[CH2:24][O:23][CH2:22]6)[CH2:17][CH2:16]5)=[CH:11][CH:10]=4)[N:5]=[CH:6][N:7]=3)=[CH:37][C:34]=2[C:35]#[N:36])[CH2:30][CH2:29][N:28]([C:50](=[O:54])[C@@H:51]([OH:53])[CH3:52])[CH2:27]1, predict the reactants needed to synthesize it. (2) Given the product [Cl:8][C:6]1[N:7]=[C:2]([NH:28][C@H:26]([C:23]2[N:24]=[CH:25][C:20]([F:19])=[CH:21][N:22]=2)[CH3:27])[N:3]=[C:4]([NH:9][C:10]2[N:11]=[CH:12][N:13]([CH2:15][C:16]#[N:17])[CH:14]=2)[N:5]=1, predict the reactants needed to synthesize it. The reactants are: Cl[C:2]1[N:7]=[C:6]([Cl:8])[N:5]=[C:4]([NH:9][C:10]2[N:11]=[CH:12][N:13]([CH2:15][C:16]#[N:17])[CH:14]=2)[N:3]=1.Cl.[F:19][C:20]1[CH:21]=[N:22][C:23]([C@@H:26]([NH2:28])[CH3:27])=[N:24][CH:25]=1.CCN(C(C)C)C(C)C.